Dataset: Full USPTO retrosynthesis dataset with 1.9M reactions from patents (1976-2016). Task: Predict the reactants needed to synthesize the given product. Given the product [CH:11]([NH:2][C@H:3]([C:8]([OH:10])=[O:9])[CH2:4][C:5]([OH:7])=[O:6])=[O:12], predict the reactants needed to synthesize it. The reactants are: [K+].[NH2:2][C@H:3]([C:8]([O-:10])=[O:9])[CH2:4][C:5]([OH:7])=[O:6].[CH:11](N)=[O:12].